Dataset: Full USPTO retrosynthesis dataset with 1.9M reactions from patents (1976-2016). Task: Predict the reactants needed to synthesize the given product. (1) The reactants are: [Br:1][C:2]1[CH:3]=[C:4]2[C:9](=[CH:10][CH:11]=1)[O:8][C:7](=[O:12])[CH:6]=[C:5]2[OH:13].[C:14]([O-:17])([O-])=O.[K+].[K+].C([O-])([O-])=O.[Cs+].[Cs+].CN([CH:29]=[O:30])C. Given the product [Br:1][C:2]1[CH:11]=[CH:10][C:9]2[O:8][C:7](=[O:12])[CH:6]=[C:5]([O:13][CH2:11][CH2:2][CH2:3][O:17][CH:14]3[CH2:9][CH2:4][CH2:5][CH2:29][O:30]3)[C:4]=2[CH:3]=1, predict the reactants needed to synthesize it. (2) The reactants are: [Cl:1][C:2]1[C:3]([C:45](=[O:55])[N:46]([CH2:51][CH2:52][CH2:53][CH3:54])[CH2:47][CH2:48][CH2:49][CH3:50])=[N:4][N:5]([C:11]2[CH:16]=[CH:15][C:14]([C:17](=[O:32])[NH:18][S:19]([C:22]3[CH:31]=[CH:30][C:29]4[C:24](=[CH:25][CH:26]=[CH:27][CH:28]=4)[CH:23]=3)(=[O:21])=[O:20])=[CH:13][C:12]=2[C:33]([N:35]2[CH2:44][CH2:43][C:42]3[C:37](=[CH:38][CH:39]=[CH:40][CH:41]=3)[CH2:36]2)=[O:34])[C:6]=1[CH2:7][C:8](O)=[O:9].C1N=CN(C(N2C=NC=C2)=O)C=1.[CH:68]1([S:71]([NH2:74])(=[O:73])=[O:72])[CH2:70][CH2:69]1.C1CCN2C(=NCCC2)CC1. Given the product [CH2:51]([N:46]([CH2:47][CH2:48][CH2:49][CH3:50])[C:45]([C:3]1[C:2]([Cl:1])=[C:6]([CH2:7][C:8]([NH:74][S:71]([CH:68]2[CH2:70][CH2:69]2)(=[O:73])=[O:72])=[O:9])[N:5]([C:11]2[CH:16]=[CH:15][C:14]([C:17](=[O:32])[NH:18][S:19]([C:22]3[CH:31]=[CH:30][C:29]4[C:24](=[CH:25][CH:26]=[CH:27][CH:28]=4)[CH:23]=3)(=[O:21])=[O:20])=[CH:13][C:12]=2[C:33]([N:35]2[CH2:44][CH2:43][C:42]3[C:37](=[CH:38][CH:39]=[CH:40][CH:41]=3)[CH2:36]2)=[O:34])[N:4]=1)=[O:55])[CH2:52][CH2:53][CH3:54], predict the reactants needed to synthesize it. (3) Given the product [CH3:1][C:2]([N:6]1[CH:10]=[C:9]([N+:11]([O-:13])=[O:12])[N:8]=[CH:7]1)([CH3:5])[CH2:3][N:14]1[CH2:19][CH2:18][CH2:17][CH2:16][CH2:15]1, predict the reactants needed to synthesize it. The reactants are: [CH3:1][C:2]([N:6]1[CH:10]=[C:9]([N+:11]([O-:13])=[O:12])[N:8]=[CH:7]1)([CH3:5])[CH:3]=O.[NH:14]1[CH2:19][CH2:18][CH2:17][CH2:16][CH2:15]1. (4) Given the product [N+:26]([C:23]1[CH:24]=[CH:25][C:20]([C:2]2[CH:7]=[CH:6][C:5]([CH2:8][OH:9])=[C:4]([CH2:10][OH:11])[CH:3]=2)=[CH:21][CH:22]=1)([O-:28])=[O:27], predict the reactants needed to synthesize it. The reactants are: Br[C:2]1[CH:7]=[CH:6][C:5]([CH2:8][OH:9])=[C:4]([CH2:10][OH:11])[CH:3]=1.CC1(C)C(C)(C)OB([C:20]2[CH:25]=[CH:24][C:23]([N+:26]([O-:28])=[O:27])=[CH:22][CH:21]=2)O1.ClCCl.C(=O)([O-])[O-].[Na+].[Na+].